From a dataset of Full USPTO retrosynthesis dataset with 1.9M reactions from patents (1976-2016). Predict the reactants needed to synthesize the given product. (1) Given the product [CH3:20][C:21]([CH3:23])=[CH:11][C:12]1[CH:13]=[C:14]([CH:15]=[CH:16][CH:17]=1)[C:18]#[N:19], predict the reactants needed to synthesize it. The reactants are: [H-].[Na+].C(OP([CH2:11][C:12]1[CH:17]=[CH:16][CH:15]=[C:14]([C:18]#[N:19])[CH:13]=1)(=O)OCC)C.[CH3:20][C:21]([CH3:23])=O.O. (2) Given the product [N:44]1([C:42]([C:39]2[CH:40]=[CH:41][C:36]([NH:35][C:2]3[N:3]=[C:4]([O:29][CH:30]4[CH2:34][CH2:33][CH2:32][CH2:31]4)[C:5]4[C:10]([C:11]5[CH:20]=[CH:19][C:14]6[N:15]=[C:16]([CH3:18])[O:17][C:13]=6[CH:12]=5)=[CH:9][N:8]([CH2:21][O:22][CH2:23][CH2:24][Si:25]([CH3:28])([CH3:26])[CH3:27])[C:6]=4[N:7]=3)=[C:37]([O:47][CH3:48])[CH:38]=2)=[O:43])[CH2:46][CH2:45]1, predict the reactants needed to synthesize it. The reactants are: Cl[C:2]1[N:3]=[C:4]([O:29][CH:30]2[CH2:34][CH2:33][CH2:32][CH2:31]2)[C:5]2[C:10]([C:11]3[CH:20]=[CH:19][C:14]4[N:15]=[C:16]([CH3:18])[O:17][C:13]=4[CH:12]=3)=[CH:9][N:8]([CH2:21][O:22][CH2:23][CH2:24][Si:25]([CH3:28])([CH3:27])[CH3:26])[C:6]=2[N:7]=1.[NH2:35][C:36]1[CH:41]=[CH:40][C:39]([C:42]([N:44]2[CH2:46][CH2:45]2)=[O:43])=[CH:38][C:37]=1[O:47][CH3:48].C(=O)([O-])[O-].[Cs+].[Cs+].C1(P(C2C=CC=CC=2)C2C=CC3C(=CC=CC=3)C=2C2C3C(=CC=CC=3)C=CC=2P(C2C=CC=CC=2)C2C=CC=CC=2)C=CC=CC=1. (3) The reactants are: [CH2:1]([N:8]([CH2:35][C:36]1[CH:41]=[CH:40][CH:39]=[CH:38][CH:37]=1)[C:9]1([C:12]([O:14]C(C2(N(CC3C=CC=CC=3)CC3C=CC=CC=3)CC2)=O)=[O:13])[CH2:11][CH2:10]1)[C:2]1[CH:7]=[CH:6][CH:5]=[CH:4][CH:3]=1.[Li+].[OH-].C(O)(=O)C. Given the product [CH2:35]([N:8]([CH2:1][C:2]1[CH:7]=[CH:6][CH:5]=[CH:4][CH:3]=1)[C:9]1([C:12]([OH:14])=[O:13])[CH2:11][CH2:10]1)[C:36]1[CH:37]=[CH:38][CH:39]=[CH:40][CH:41]=1, predict the reactants needed to synthesize it. (4) Given the product [F:66][C:67]([F:72])([F:71])[C:68]([OH:70])=[O:69].[F:66][C:67]([F:72])([F:71])[C:68]([OH:70])=[O:69].[NH2:11][CH2:10][C@@H:9]([C:19]([NH:21][C@H:22]([C:24]([O:26][CH2:27][CH2:28][O:29][C:30]1[CH:31]=[CH:32][C:33]([C:36]2[C:41]([C:42]#[N:43])=[C:40]([N:44]3[CH2:48][CH2:47][CH2:46][CH2:45]3)[N:39]=[C:38]([S:49][CH2:50][C:51]3[N:52]=[C:53]([C:56]4[CH:57]=[CH:58][C:59]([Cl:62])=[CH:60][CH:61]=4)[S:54][CH:55]=3)[C:37]=2[C:63]#[N:64])=[CH:34][CH:35]=1)=[O:25])[CH3:23])=[O:20])[NH2:8], predict the reactants needed to synthesize it. The reactants are: C(OC([NH:8][C@H:9]([C:19]([NH:21][C@H:22]([C:24]([O:26][CH2:27][CH2:28][O:29][C:30]1[CH:35]=[CH:34][C:33]([C:36]2[C:41]([C:42]#[N:43])=[C:40]([N:44]3[CH2:48][CH2:47][CH2:46][CH2:45]3)[N:39]=[C:38]([S:49][CH2:50][C:51]3[N:52]=[C:53]([C:56]4[CH:61]=[CH:60][C:59]([Cl:62])=[CH:58][CH:57]=4)[S:54][CH:55]=3)[C:37]=2[C:63]#[N:64])=[CH:32][CH:31]=1)=[O:25])[CH3:23])=[O:20])[CH2:10][NH:11]C(OC(C)(C)C)=O)=O)(C)(C)C.Cl.[F:66][C:67]([F:72])([F:71])[C:68]([OH:70])=[O:69]. (5) Given the product [F:1][C:2]1[CH:3]=[C:4]([C:8]2[N:17]=[C:16]([C:18]([N:28]3[CH2:27][CH2:26][C:25]4[C:30](=[CH:31][CH:32]=[C:33]([O:34][CH3:35])[C:24]=4[O:23][CH3:22])[CH2:29]3)=[O:19])[C:15]3[C:10](=[CH:11][CH:12]=[CH:13][CH:14]=3)[N:9]=2)[CH:5]=[CH:6][CH:7]=1, predict the reactants needed to synthesize it. The reactants are: [F:1][C:2]1[CH:3]=[C:4]([C:8]2[N:17]=[C:16]([C:18](O)=[O:19])[C:15]3[C:10](=[CH:11][CH:12]=[CH:13][CH:14]=3)[N:9]=2)[CH:5]=[CH:6][CH:7]=1.Cl.[CH3:22][O:23][C:24]1[C:33]([O:34][CH3:35])=[CH:32][CH:31]=[C:30]2[C:25]=1[CH2:26][CH2:27][NH:28][CH2:29]2. (6) The reactants are: Br[C:2]1[CH:7]=[CH:6][C:5]([N:8]2[CH:12]=[C:11]([CH3:13])[N:10]=[CH:9]2)=[C:4]([O:14][CH3:15])[CH:3]=1.[Cl:16][C:17]1[CH:29]=[CH:28][C:20]([CH2:21][N:22]2[CH:26]=[CH:25][C:24]([NH2:27])=[N:23]2)=[CH:19][CH:18]=1. Given the product [Cl:16][C:17]1[CH:29]=[CH:28][C:20]([CH2:21][N:22]2[CH:26]=[CH:25][C:24]([NH:27][C:2]3[CH:7]=[CH:6][C:5]([N:8]4[CH:12]=[C:11]([CH3:13])[N:10]=[CH:9]4)=[C:4]([O:14][CH3:15])[CH:3]=3)=[N:23]2)=[CH:19][CH:18]=1, predict the reactants needed to synthesize it. (7) Given the product [Cl:34][C:19]1[CH:20]=[C:21]([CH:22]=[CH:23][C:18]=1[Cl:17])[CH2:24][O:25][C:26]1[CH:31]=[CH:30][C:29]([CH2:32][S:15][C:12]2[CH:13]=[CH:14][C:6]([O:5][CH2:4][C:3]([OH:2])=[O:16])=[C:7]3[C:11]=2[CH2:10][CH2:9][CH2:8]3)=[CH:28][CH:27]=1, predict the reactants needed to synthesize it. The reactants are: C[O:2][C:3](=[O:16])[CH2:4][O:5][C:6]1[CH:14]=[CH:13][C:12]([SH:15])=[C:11]2[C:7]=1[CH2:8][CH2:9][CH2:10]2.[Cl:17][C:18]1[CH:23]=[CH:22][C:21]([CH2:24][O:25][C:26]2[CH:31]=[CH:30][C:29]([CH2:32]Cl)=[CH:28][CH:27]=2)=[CH:20][C:19]=1[Cl:34].BrCC1C=CC(Cl)=C(Cl)C=1.OCC1C=CC(O)=CC=1.ClCC1(C(F)(F)F)C=CC(OCC2C=CC=CC=2)=CC1.